From a dataset of CYP2D6 inhibition data for predicting drug metabolism from PubChem BioAssay. Regression/Classification. Given a drug SMILES string, predict its absorption, distribution, metabolism, or excretion properties. Task type varies by dataset: regression for continuous measurements (e.g., permeability, clearance, half-life) or binary classification for categorical outcomes (e.g., BBB penetration, CYP inhibition). Dataset: cyp2d6_veith. (1) The result is 0 (non-inhibitor). The compound is O=C(Nc1cccc(C(=O)N2CCOCC2)c1)c1ccccc1. (2) The drug is CC(=O)C(N=Nc1ccccc1)(Sc1nnc(-c2ccccc2)n1-c1ccccc1)C(=O)Nc1ccccc1. The result is 0 (non-inhibitor). (3) The molecule is COc1cc(O)c2c(O)c3c(c4c2c1[C@@]1(C4)C(C)=CCCC1(C)C)[C@H](O)[C@@]1(O)CC(=O)C(C(N)=O)=C(O)[C@]1(O)C3=O. The result is 0 (non-inhibitor). (4) The compound is C[C@@H]1O[C@H](O[C@@H]2CC[C@@]3(C=O)[C@H]4CC[C@@]5(C)[C@@H](C6=CC(=O)OC6)CC[C@@]5(O)[C@@H]4CC[C@]3(O)C2)C[C@H](O)[C@@H]1O. The result is 0 (non-inhibitor). (5) The drug is CN1CCN(c2ncc3nc(-c4cccc(C#N)c4)c(=O)n(CCc4ccccc4)c3n2)CC1. The result is 0 (non-inhibitor). (6) The compound is COCC(=O)N1CCC[C@@]2(CCN(c3ccccc3)C2)C1. The result is 0 (non-inhibitor). (7) The drug is CC1CC2(CCCCC2)N2C(=O)C(=O)c3cccc1c32. The result is 1 (inhibitor).